Predict the reaction yield, written as a fraction of the theoretical maximum amount of product (1.0 means a 100% yield; for example, 0.34 means a 34% yield). From a dataset of Reaction yield outcomes from USPTO patents with 853,638 reactions. (1) The reactants are [CH2:1]([N:8]1[CH2:12][CH:11]([C:13]2[CH:18]=[CH:17][C:16]([Cl:19])=[C:15]([Cl:20])[CH:14]=2)[CH:10]([C:21](O)=[O:22])[CH2:9]1)[C:2]1[CH:7]=[CH:6][CH:5]=[CH:4][CH:3]=1.C(N(CC)CC)C.C(Cl)(=O)C(C)(C)C.[CH2:38]([C@H:45]1[CH2:49][O:48][C:47](=[O:50])[NH:46]1)[C:39]1[CH:44]=[CH:43][CH:42]=[CH:41][CH:40]=1.[Cl-].[Li+]. The catalyst is C1COCC1.C(OCC)(=O)C. The product is [CH2:38]([C@H:45]1[CH2:49][O:48][C:47](=[O:50])[N:46]1[C:21]([C@@H:10]1[C@@H:11]([C:13]2[CH:18]=[CH:17][C:16]([Cl:19])=[C:15]([Cl:20])[CH:14]=2)[CH2:12][N:8]([CH2:1][C:2]2[CH:7]=[CH:6][CH:5]=[CH:4][CH:3]=2)[CH2:9]1)=[O:22])[C:39]1[CH:40]=[CH:41][CH:42]=[CH:43][CH:44]=1. The yield is 0.490. (2) The reactants are [NH2:1][C:2]1[S:3][C:4]2[C:10]([N:11]3[CH2:16][CH2:15][O:14][CH2:13][CH2:12]3)=[CH:9][CH:8]=[C:7]([O:17][CH3:18])[C:5]=2[N:6]=1.C(N(C(C)C)C(C)C)C.[O:28]1[CH2:33][CH2:32][CH:31]([C:34](Cl)=[O:35])[CH2:30][CH2:29]1.CO. The catalyst is O1CCCC1. The product is [CH3:18][O:17][C:7]1[C:5]2[N:6]=[C:2]([NH:1][C:34]([CH:31]3[CH2:32][CH2:33][O:28][CH2:29][CH2:30]3)=[O:35])[S:3][C:4]=2[C:10]([N:11]2[CH2:16][CH2:15][O:14][CH2:13][CH2:12]2)=[CH:9][CH:8]=1. The yield is 0.760. (3) The reactants are [Cl:1]N1C(=O)CCC1=O.[CH3:9][C:10]1[CH:18]=[CH:17][CH:16]=[CH:15][C:11]=1[CH:12]=[N:13][OH:14]. The catalyst is CN(C)C=O. The product is [OH:14][N:13]=[C:12]([Cl:1])[C:11]1[CH:15]=[CH:16][CH:17]=[CH:18][C:10]=1[CH3:9]. The yield is 0.740.